This data is from Reaction yield outcomes from USPTO patents with 853,638 reactions. The task is: Predict the reaction yield, written as a fraction of the theoretical maximum amount of product (1.0 means a 100% yield; for example, 0.34 means a 34% yield). (1) The catalyst is CN(C=O)C.O.C([O-])(=O)C.[Pd+2].C([O-])(=O)C. The yield is 0.800. The reactants are Br[C:2]1[CH:3]=[C:4]([CH:9]=[CH:10][C:11]=1[O:12][CH:13]1[CH2:18][CH2:17][CH2:16][CH2:15][O:14]1)[C:5]([O:7][CH3:8])=[O:6].COC1C=CC=C(OC)[C:26]=1[C:27]1[CH:28]=[CH:29][CH:30]=[CH:31][C:32]=1P(C1CCCCC1)C1CCCCC1.P([O-])([O-])([O-])=O.[K+].[K+].[K+].CC1(C)C(B2OC(C)(C)C(C)(C)O2)=CCC1. The product is [CH3:28][C:27]1([CH3:26])[C:32]([C:2]2[CH:3]=[C:4]([CH:9]=[CH:10][C:11]=2[O:12][CH:13]2[CH2:18][CH2:17][CH2:16][CH2:15][O:14]2)[C:5]([O:7][CH3:8])=[O:6])=[CH:31][CH2:30][CH2:29]1. (2) The reactants are [Li][CH2:2]CCC.[C:6]([C:8]1[CH:9]=[C:10]([CH:13]=[CH:14][CH:15]=1)[CH:11]=O)#[N:7]. The catalyst is [Br-].C[P+](C1C=CC=CC=1)(C1C=CC=CC=1)C1C=CC=CC=1.C1COCC1. The product is [C:6]([C:8]1[CH:9]=[C:10]([CH:13]=[CH:14][CH:15]=1)[CH:11]=[CH2:2])#[N:7]. The yield is 0.620.